Dataset: Catalyst prediction with 721,799 reactions and 888 catalyst types from USPTO. Task: Predict which catalyst facilitates the given reaction. Reactant: [CH2:1]([O:3][P:4]([C:9]1[CH:14]=[CH:13][CH:12]=[CH:11][C:10]=1[NH2:15])(=[O:8])[O:5][CH2:6][CH3:7])[CH3:2].N1C=CC=CC=1.[CH2:22]([O:30][C:31]1[CH:36]=[CH:35][C:34]([C:37]2[CH:42]=[CH:41][C:40]([C:43](Cl)=[O:44])=[CH:39][CH:38]=2)=[CH:33][CH:32]=1)[CH2:23][CH2:24][CH2:25][CH2:26][CH2:27][CH2:28][CH3:29].C([O-])(O)=O.[Na+].CCOC(C)=O. Product: [CH2:6]([O:5][P:4]([C:9]1[CH:14]=[CH:13][CH:12]=[CH:11][C:10]=1[NH:15][C:43]([C:40]1[CH:39]=[CH:38][C:37]([C:34]2[CH:35]=[CH:36][C:31]([O:30][CH2:22][CH2:23][CH2:24][CH2:25][CH2:26][CH2:27][CH2:28][CH3:29])=[CH:32][CH:33]=2)=[CH:42][CH:41]=1)=[O:44])(=[O:8])[O:3][CH2:1][CH3:2])[CH3:7]. The catalyst class is: 25.